Dataset: Catalyst prediction with 721,799 reactions and 888 catalyst types from USPTO. Task: Predict which catalyst facilitates the given reaction. (1) Reactant: C(=O)([O-])[O-].[Cs+].[Cs+].[OH:7][C:8]1[CH:13]=[CH:12][C:11]([C:14]2[CH:15]=[C:16]3[C:21](=[CH:22][CH:23]=2)[N:20]=[C:19]([C:24]([O:26][CH2:27][CH3:28])=[O:25])[C:18]([CH3:29])=[CH:17]3)=[CH:10][CH:9]=1.Cl[CH2:31][C:32]1[C:33]([C:40]2[C:45]([Cl:46])=[CH:44][CH:43]=[CH:42][C:41]=2[Cl:47])=[N:34][O:35][C:36]=1[CH:37]([CH3:39])[CH3:38].O. Product: [Cl:46][C:45]1[CH:44]=[CH:43][CH:42]=[C:41]([Cl:47])[C:40]=1[C:33]1[C:32]([CH2:31][O:7][C:8]2[CH:13]=[CH:12][C:11]([C:14]3[CH:15]=[C:16]4[C:21](=[CH:22][CH:23]=3)[N:20]=[C:19]([C:24]([O:26][CH2:27][CH3:28])=[O:25])[C:18]([CH3:29])=[CH:17]4)=[CH:10][CH:9]=2)=[C:36]([CH:37]([CH3:39])[CH3:38])[O:35][N:34]=1. The catalyst class is: 9. (2) Reactant: [C:1]([O:5][C:6](=[O:41])[CH2:7][C@H:8]([O:21]/[N:22]=[C:23](/[C:27]1[N:28]=[C:29]([NH:33][C:34]([O:36][C:37]([CH3:40])([CH3:39])[CH3:38])=[O:35])[S:30][C:31]=1[Cl:32])\[C:24](O)=[O:25])[C:9]([O:11][CH2:12][C:13]1[CH:18]=[CH:17][C:16]([O:19][CH3:20])=[CH:15][CH:14]=1)=[O:10])([CH3:4])([CH3:3])[CH3:2].Cl.[NH2:43][C@@H:44]1[C:51](=[O:52])[N:50]2[C@@H:45]1[S:46][CH2:47][C:48]([CH2:69][Cl:70])=[C:49]2[C:53]([O:55][CH:56]([C:63]1[CH:68]=[CH:67][CH:66]=[CH:65][CH:64]=1)[C:57]1[CH:62]=[CH:61][CH:60]=[CH:59][CH:58]=1)=[O:54].P(Cl)(Cl)(=O)OC1C=CC=CC=1.CN1CCOCC1. Product: [CH:56]([O:55][C:53]([C:49]1[N:50]2[C@H:45]([S:46][CH2:47][C:48]=1[CH2:69][Cl:70])[C@H:44]([NH:43][C:24](=[O:25])/[C:23](=[N:22]\[O:21][C@@H:8]([CH2:7][C:6]([O:5][C:1]([CH3:4])([CH3:3])[CH3:2])=[O:41])[C:9]([O:11][CH2:12][C:13]1[CH:18]=[CH:17][C:16]([O:19][CH3:20])=[CH:15][CH:14]=1)=[O:10])/[C:27]1[N:28]=[C:29]([NH:33][C:34]([O:36][C:37]([CH3:40])([CH3:39])[CH3:38])=[O:35])[S:30][C:31]=1[Cl:32])[C:51]2=[O:52])=[O:54])([C:57]1[CH:62]=[CH:61][CH:60]=[CH:59][CH:58]=1)[C:63]1[CH:68]=[CH:67][CH:66]=[CH:65][CH:64]=1. The catalyst class is: 4. (3) Reactant: [OH-].[Na+].Cl.[F:4][C:5]1[CH:10]=[CH:9][C:8]([C:11](=[O:21])[CH2:12][CH2:13][CH2:14][N:15]2[CH2:20][CH2:19][CH2:18][CH2:17][CH2:16]2)=[CH:7][CH:6]=1. Product: [F:4][C:5]1[CH:10]=[CH:9][C:8]([C:11](=[O:21])[CH2:12][CH2:13][CH2:14][N:15]2[CH2:20][CH2:19][CH2:18][CH2:17][CH2:16]2)=[CH:7][CH:6]=1. The catalyst class is: 6. (4) Reactant: [F:1][C:2]1[CH:7]=[CH:6][C:5]([OH:8])=[CH:4][C:3]=1[OH:9].Cl[CH2:11][CH2:12][C:13](O)=[O:14].FC(F)(F)S(O)(=O)=O.[OH-].[Na+].Cl. Product: [F:1][C:2]1[CH:7]=[C:6]2[C:5](=[CH:4][C:3]=1[OH:9])[O:8][CH2:11][CH2:12][C:13]2=[O:14]. The catalyst class is: 6. (5) Reactant: [CH:1]1([N:4]2[CH2:9][C:8]3([CH2:14][CH2:13][N:12]([S:15]([C:18]4[CH:23]=[CH:22][C:21](B5OC(C)(C)C(C)(C)O5)=[CH:20][CH:19]=4)(=[O:17])=[O:16])[CH2:11][CH2:10]3)[O:7][CH2:6][C:5]2=[O:33])[CH2:3][CH2:2]1.Br[C:35]1[C:44]([O:45][CH3:46])=[C:43]2[C:38]([CH:39]=[CH:40][CH:41]=[N:42]2)=[CH:37][CH:36]=1.C(=O)([O-])[O-].[K+].[K+]. Product: [CH:1]1([N:4]2[CH2:9][C:8]3([CH2:14][CH2:13][N:12]([S:15]([C:18]4[CH:23]=[CH:22][C:21]([C:35]5[C:44]([O:45][CH3:46])=[C:43]6[C:38]([CH:39]=[CH:40][CH:41]=[N:42]6)=[CH:37][CH:36]=5)=[CH:20][CH:19]=4)(=[O:17])=[O:16])[CH2:11][CH2:10]3)[O:7][CH2:6][C:5]2=[O:33])[CH2:2][CH2:3]1. The catalyst class is: 155.